This data is from Forward reaction prediction with 1.9M reactions from USPTO patents (1976-2016). The task is: Predict the product of the given reaction. (1) Given the reactants [CH3:1][O:2][C:3]([NH:5][C@@H:6]([CH:42]([C:49]1[CH:54]=[CH:53][CH:52]=[CH:51][CH:50]=1)[C:43]1[CH:48]=[CH:47][CH:46]=[CH:45][CH:44]=1)[C:7]([NH:9][C:10]1[CH:15]=[CH:14][CH:13]=[CH:12][C:11]=1[CH2:16][CH2:17][C@H:18]1[O:23][CH2:22][C@@H:21]([CH:24]=[CH:25][C:26]2[CH:31]=[CH:30][CH:29]=[CH:28][C:27]=2[N+:32]([O-])=O)[N:20]([C:35]([O:37][C:38]([CH3:41])([CH3:40])[CH3:39])=[O:36])[CH2:19]1)=[O:8])=[O:4], predict the reaction product. The product is: [NH2:32][C:27]1[CH:28]=[CH:29][CH:30]=[CH:31][C:26]=1[CH2:25][CH2:24][C@H:21]1[N:20]([C:35]([O:37][C:38]([CH3:39])([CH3:40])[CH3:41])=[O:36])[CH2:19][C@@H:18]([CH2:17][CH2:16][C:11]2[CH:12]=[CH:13][CH:14]=[CH:15][C:10]=2[NH:9][C:7](=[O:8])[C@@H:6]([NH:5][C:3]([O:2][CH3:1])=[O:4])[CH:42]([C:49]2[CH:54]=[CH:53][CH:52]=[CH:51][CH:50]=2)[C:43]2[CH:44]=[CH:45][CH:46]=[CH:47][CH:48]=2)[O:23][CH2:22]1. (2) The product is: [CH3:30][CH:29]([CH3:31])[CH2:28][C@H:26]([NH:27][C:15]([C:13]1[CH:12]=[CH:11][CH:10]=[C:9]([CH:8]([C:5]2[CH:4]=[CH:3][C:2]([F:1])=[CH:7][CH:6]=2)[OH:18])[N:14]=1)=[O:17])[C:23]1[N:22]=[C:21]([CH3:20])[O:25][N:24]=1. Given the reactants [F:1][C:2]1[CH:7]=[CH:6][C:5]([CH:8]([OH:18])[C:9]2[N:14]=[C:13]([C:15]([OH:17])=O)[CH:12]=[CH:11][CH:10]=2)=[CH:4][CH:3]=1.Cl.[CH3:20][C:21]1[O:25][N:24]=[C:23]([C@H:26]([CH2:28][CH:29]([CH3:31])[CH3:30])[NH2:27])[N:22]=1.C(OC(N[C@@H](CC(C)C)C(O)=O)=O)(C)(C)C, predict the reaction product. (3) Given the reactants [C:1]([O:3][C:4](=[O:17])[NH:5][C:6]([C:8]1[S:12][C:11]2[CH:13]=[CH:14][CH:15]=[CH:16][C:10]=2[CH:9]=1)=[O:7])#[CH:2], predict the reaction product. The product is: [CH2:1]([O:3][C:4](=[O:17])[NH:5][C:6]([C:8]1[S:12][C:11]2[CH:13]=[CH:14][CH:15]=[CH:16][C:10]=2[CH:9]=1)=[O:7])[CH3:2]. (4) Given the reactants Br[C:2]1[C:3](=[O:15])[N:4]([C@@H:9]([CH2:12][O:13][CH3:14])[CH2:10][CH3:11])[CH:5]=[C:6]([Br:8])[N:7]=1.[Br:16][C:17]1[CH:18]=[C:19]2[C:23](=[C:24]([Cl:26])[CH:25]=1)[NH:22][CH2:21][CH2:20]2, predict the reaction product. The product is: [Br:8][C:6]1[N:7]=[C:2]([N:22]2[C:23]3[C:19](=[CH:18][C:17]([Br:16])=[CH:25][C:24]=3[Cl:26])[CH2:20][CH2:21]2)[C:3](=[O:15])[N:4]([C@@H:9]([CH2:12][O:13][CH3:14])[CH2:10][CH3:11])[CH:5]=1. (5) Given the reactants [Br:1][C:2]1[C:3](F)=[C:4]2[C:10]([NH:11][C:12](=[O:17])[C@H:13]([O:15][CH3:16])[CH3:14])=[CH:9][NH:8][C:5]2=[N:6][CH:7]=1.[NH:19]1[CH2:23][CH2:22][C@@H:21]([NH:24][C:25](=[O:31])[O:26][C:27]([CH3:30])([CH3:29])[CH3:28])[CH2:20]1.CC(N(C)C)=O, predict the reaction product. The product is: [Br:1][C:2]1[C:3]([N:19]2[CH2:23][CH2:22][C@@H:21]([NH:24][C:25](=[O:31])[O:26][C:27]([CH3:29])([CH3:28])[CH3:30])[CH2:20]2)=[C:4]2[C:10]([NH:11][C:12](=[O:17])[C@H:13]([O:15][CH3:16])[CH3:14])=[CH:9][NH:8][C:5]2=[N:6][CH:7]=1. (6) Given the reactants [CH2:1]([O:3][CH:4]([O:8][CH2:9][CH3:10])[CH2:5][CH2:6][NH2:7])[CH3:2].Cl[CH2:12][CH2:13][CH2:14][N:15]=[C:16]=[O:17].[H-].[Na+], predict the reaction product. The product is: [CH2:1]([O:3][CH:4]([O:8][CH2:9][CH3:10])[CH2:5][CH2:6][N:7]1[CH2:12][CH2:13][CH2:14][NH:15][C:16]1=[O:17])[CH3:2]. (7) Given the reactants [O:1]1[C:5]2[CH:6]=[C:7]([CH:10]3[CH2:15][CH2:14][NH:13][CH2:12][CH2:11]3)[CH:8]=[CH:9][C:4]=2[CH:3]=[CH:2]1.[CH:16]1([C:20]2[C:28]([C:29](=[O:32])[NH:30][CH3:31])=[CH:27][C:23]([C:24](O)=[O:25])=[C:22]([CH3:33])[CH:21]=2)[CH2:19][CH2:18][CH2:17]1.CCN=C=NCCCN(C)C.Cl.CCOC(C)=O, predict the reaction product. The product is: [O:1]1[C:5]2[CH:6]=[C:7]([CH:10]3[CH2:15][CH2:14][N:13]([C:24]([C:23]4[C:22]([CH3:33])=[CH:21][C:20]([CH:16]5[CH2:19][CH2:18][CH2:17]5)=[C:28]([CH:27]=4)[C:29]([NH:30][CH3:31])=[O:32])=[O:25])[CH2:12][CH2:11]3)[CH:8]=[CH:9][C:4]=2[CH:3]=[CH:2]1.